The task is: Regression. Given a peptide amino acid sequence and an MHC pseudo amino acid sequence, predict their binding affinity value. This is MHC class II binding data.. This data is from Peptide-MHC class II binding affinity with 134,281 pairs from IEDB. The MHC is DRB1_0401 with pseudo-sequence DRB1_0401. The binding affinity (normalized) is 0.289. The peptide sequence is LVAGPAGSYAADLGY.